Dataset: Full USPTO retrosynthesis dataset with 1.9M reactions from patents (1976-2016). Task: Predict the reactants needed to synthesize the given product. Given the product [F:17][C:18]1[CH:23]=[CH:22][C:21]([F:24])=[CH:20][C:19]=1[CH2:25][C:26]([N:28]1[C:36]2[C:31](=[CH:32][C:33]([C:2]3[C:10]4[C:9]([NH2:11])=[N:8][CH:7]=[N:6][C:5]=4[N:4]([CH2:12][CH2:13][N:14]([CH3:16])[CH3:15])[CH:3]=3)=[CH:34][CH:35]=2)[CH2:30][CH2:29]1)=[O:27], predict the reactants needed to synthesize it. The reactants are: Br[C:2]1[C:10]2[C:9]([NH2:11])=[N:8][CH:7]=[N:6][C:5]=2[N:4]([CH2:12][CH2:13][N:14]([CH3:16])[CH3:15])[CH:3]=1.[F:17][C:18]1[CH:23]=[CH:22][C:21]([F:24])=[CH:20][C:19]=1[CH2:25][C:26]([N:28]1[C:36]2[C:31](=[CH:32][C:33](B3OC(C)(C)C(C)(C)O3)=[CH:34][CH:35]=2)[CH2:30][CH2:29]1)=[O:27].C([O-])(O)=O.[Na+].N#N.